The task is: Predict the product of the given reaction.. This data is from Forward reaction prediction with 1.9M reactions from USPTO patents (1976-2016). (1) Given the reactants [CH2:1]([NH:8][C:9]1[CH:17]=[C:16]([N:18]2[CH2:23][CH2:22][N:21]([C:24](=[O:31])[C:25]3[CH:30]=[CH:29][CH:28]=[CH:27][CH:26]=3)[CH2:20][CH2:19]2)[CH:15]=[CH:14][C:10]=1[C:11]([OH:13])=O)C1C=CC=CC=1.[CH2:32]([NH:34][CH2:35][CH3:36])[CH3:33].C(N(CC)CC)C.[C:44]1(P(N=[N+]=[N-])([C:44]2[CH:49]=[CH:48][CH:47]=[CH:46][CH:45]=2)=O)[CH:49]=[CH:48][CH:47]=[CH:46][CH:45]=1, predict the reaction product. The product is: [CH2:1]([NH:8][C:9]1[CH:17]=[C:16]([N:18]2[CH2:19][CH2:20][N:21]([C:24](=[O:31])[C:25]3[CH:26]=[CH:27][CH:28]=[CH:29][CH:30]=3)[CH2:22][CH2:23]2)[CH:15]=[CH:14][C:10]=1[C:11]([N:34]([CH2:35][CH3:36])[CH2:32][CH3:33])=[O:13])[C:44]1[CH:49]=[CH:48][CH:47]=[CH:46][CH:45]=1. (2) Given the reactants [CH3:1][C:2]1[NH:3][C:4]2[C:9]([CH:10]=1)=[CH:8][C:7]([CH3:11])=[CH:6][CH:5]=2.Cl[C:13]1[C:22]2[C:17](=[CH:18][CH:19]=[C:20]([F:23])[CH:21]=2)[N:16]=[CH:15][CH:14]=1, predict the reaction product. The product is: [F:23][C:20]1[CH:21]=[C:22]2[C:17](=[CH:18][CH:19]=1)[N:16]=[CH:15][CH:14]=[C:13]2[C:10]1[C:9]2[C:4](=[CH:5][CH:6]=[C:7]([CH3:11])[CH:8]=2)[NH:3][C:2]=1[CH3:1]. (3) Given the reactants C(OC([NH:8][C@@H:9]1[C@H:14]([NH:15][C:16]2[N:21]=[C:20]([C:22]3[CH:23]=[N:24][N:25]4[CH:30]=[CH:29][C:28]([CH3:31])=[CH:27][C:26]=34)[C:19]3[C:32](=[O:42])[N:33](C(OC(C)(C)C)=O)[CH2:34][C:18]=3[C:17]=2[F:43])[CH2:13][CH2:12][O:11][CH2:10]1)=O)(C)(C)C.[ClH:44], predict the reaction product. The product is: [ClH:44].[NH2:8][C@@H:9]1[C@H:14]([NH:15][C:16]2[N:21]=[C:20]([C:22]3[CH:23]=[N:24][N:25]4[CH:30]=[CH:29][C:28]([CH3:31])=[CH:27][C:26]=34)[C:19]3[C:32](=[O:42])[NH:33][CH2:34][C:18]=3[C:17]=2[F:43])[CH2:13][CH2:12][O:11][CH2:10]1. (4) Given the reactants C[Si](C)(C)N[Si](C)(C)C.[Li].[CH2:11]([N:18]1[C:23](=[O:24])[C:22]([CH3:25])=[C:21]2[S:26][CH:27]=[CH:28][N:20]2[C:19]1=[O:29])[C:12]1[CH:17]=[CH:16][CH:15]=[CH:14][CH:13]=1.[CH2:30]([N:37]=[C:38]=[S:39])[C:31]1[CH:36]=[CH:35][CH:34]=[CH:33][CH:32]=1.[Cl-].[NH4+], predict the reaction product. The product is: [CH2:30]([NH:37][C:38]([C:27]1[S:26][C:21]2[N:20]([C:19](=[O:29])[N:18]([CH2:11][C:12]3[CH:13]=[CH:14][CH:15]=[CH:16][CH:17]=3)[C:23](=[O:24])[C:22]=2[CH3:25])[CH:28]=1)=[S:39])[C:31]1[CH:36]=[CH:35][CH:34]=[CH:33][CH:32]=1. (5) Given the reactants O.[I-:2].[I-].[I-].[I-].[CH2:6]([C:8]1[C:21]2[C:12](=[S+:13][C:14]3[C:19]([N:20]=2)=[C:18]([CH3:22])[CH:17]=[CH:16][CH:15]=3)[CH:11]=[CH:10][CH:9]=1)[CH3:7].[CH2:23]([C:25]1[C:38]2[C:29](=[S+:30][C:31]3[C:36]([N:37]=2)=[C:35]([CH3:39])[CH:34]=[CH:33][CH:32]=3)[CH:28]=[CH:27][CH:26]=1)[CH3:24].[CH2:40]([C:42]1[C:55]2[C:46](=[S+:47][C:48]3[C:53]([N:54]=2)=[C:52]([CH3:56])[CH:51]=[CH:50][CH:49]=3)[CH:45]=[CH:44][CH:43]=1)[CH3:41].C(C1[C:72]2C(=[S+]C3[C:70]([N:71]=2)=C(C)C=CC=3)C=CC=1)C.C(Cl)(Cl)Cl, predict the reaction product. The product is: [I-:2].[I-:2].[I-:2].[CH2:6]([C:8]1[C:21]2[C:12](=[S+:13][C:14]3[C:19]([N:20]=2)=[C:18]([CH3:22])[CH:17]=[CH:16][CH:15]=3)[CH:11]=[C:10]([N:37]([CH3:38])[CH3:36])[CH:9]=1)[CH3:7].[CH2:40]([C:42]1[C:55]2[C:46](=[S+:47][C:48]3[C:53]([N:54]=2)=[C:52]([CH3:56])[CH:51]=[CH:50][CH:49]=3)[CH:45]=[C:44]([N:71]([CH3:72])[CH3:70])[CH:43]=1)[CH3:41].[CH2:23]([C:25]1[C:38]2[C:29](=[S+:30][C:31]3[C:36]([N:37]=2)=[C:35]([CH3:39])[CH:34]=[CH:33][CH:32]=3)[CH:28]=[C:27]([N:20]([CH3:21])[CH3:19])[CH:26]=1)[CH3:24]. (6) Given the reactants ClC1[CH:7]=[CH:6][C:5]([CH:8]([S:17](C(C2C=CC(Cl)=CC=2)C2C=C(F)C=CC=2F)(=[O:19])=[O:18])[C:9]2[CH:14]=[C:13]([F:15])[CH:12]=[CH:11][C:10]=2[F:16])=CC=1.[Li][CH2:37][CH2:38][CH2:39]C.[CH2:41]([CH:43]1O[CH2:44]1)[Cl:42].C1C[O:49]CC1, predict the reaction product. The product is: [Cl:42][C:41]1[CH:39]=[CH:38][C:37]([S:17]([CH:8]([C:9]2[CH:14]=[C:13]([F:15])[CH:12]=[CH:11][C:10]=2[F:16])[CH2:5][CH:6]2[CH2:7][O:49]2)(=[O:19])=[O:18])=[CH:44][CH:43]=1. (7) Given the reactants [CH3:1][N:2]1[C:12](=[O:13])[CH2:11][N:10]=[C:9]([C:14]2[CH:15]=[CH:16][CH:17]=[CH:18][C:19]=2[F:20])[C:8]2[CH:7]=[C:6]([N+:21]([O-:23])=[O:22])[CH:5]=[CH:4][C:3]1=2.[CH3:24][O:25][C:26]1[CH:27]=[C:28]([CH:34]=[C:35]([O:37][CH3:38])[CH:36]=1)[O:29][CH2:30][C:31]([OH:33])=[O:32], predict the reaction product. The product is: [CH3:24][O:25][C:26]1[CH:27]=[C:28]([CH:34]=[C:35]([O:37][CH3:38])[CH:36]=1)[O:29][C@@H:30]([C@:9]1([C:14]2[CH:15]=[CH:16][CH:17]=[CH:18][C:19]=2[F:20])[NH:10][CH2:11][C:12](=[O:13])[N:2]([CH3:1])[C:3]2[CH:4]=[CH:5][C:6]([N+:21]([O-:23])=[O:22])=[CH:7][C:8]1=2)[C:31]([OH:33])=[O:32]. (8) Given the reactants [CH3:1][N:2]1[C:11]2[C:6](=[CH:7][C:8]([C:12]3[CH:13]=[C:14]([O:18][CH2:19][CH2:20][NH:21][S:22]([CH2:25][CH3:26])(=[O:24])=[O:23])[CH:15]=[N:16][CH:17]=3)=[CH:9][CH:10]=2)[CH2:5][CH2:4][C:3]1=[O:27].[H-].[Na+].[CH3:30]I, predict the reaction product. The product is: [CH3:30][N:21]([CH2:20][CH2:19][O:18][C:14]1[CH:15]=[N:16][CH:17]=[C:12]([C:8]2[CH:7]=[C:6]3[C:11](=[CH:10][CH:9]=2)[N:2]([CH3:1])[C:3](=[O:27])[CH2:4][CH2:5]3)[CH:13]=1)[S:22]([CH2:25][CH3:26])(=[O:24])=[O:23]. (9) Given the reactants [C:1]([C:3]1[CH:23]=[CH:22][C:6]([O:7][CH2:8][CH2:9][N:10]([S:18]([CH3:21])(=[O:20])=[O:19])[CH2:11][CH2:12]OS(C)(=O)=O)=[CH:5][CH:4]=1)#[N:2].[Br-:24].[Li+], predict the reaction product. The product is: [Br:24][CH2:12][CH2:11][N:10]([CH2:9][CH2:8][O:7][C:6]1[CH:22]=[CH:23][C:3]([C:1]#[N:2])=[CH:4][CH:5]=1)[S:18]([CH3:21])(=[O:20])=[O:19].